From a dataset of Catalyst prediction with 721,799 reactions and 888 catalyst types from USPTO. Predict which catalyst facilitates the given reaction. (1) Reactant: [CH:1]1([CH2:4][N:5]2[C:9]3[CH:10]=[CH:11][C:12]([C:16]4[CH:30]=[CH:29][C:19]([CH2:20][N:21]5[CH2:25][C:24](=[O:26])[N:23]([CH3:27])[C:22]5=[O:28])=[C:18]([F:31])[CH:17]=4)=[C:13]([S:14][CH3:15])[C:8]=3[N:7]=[N:6]2)[CH2:3][CH2:2]1.[OH-:32].[Ca+2].[OH-:34]. Product: [CH:1]1([CH2:4][N:5]2[C:9]3[CH:10]=[CH:11][C:12]([C:16]4[CH:30]=[CH:29][C:19]([CH2:20][N:21]5[CH2:25][C:24](=[O:26])[N:23]([CH3:27])[C:22]5=[O:28])=[C:18]([F:31])[CH:17]=4)=[C:13]([S:14]([CH3:15])(=[O:34])=[O:32])[C:8]=3[N:7]=[N:6]2)[CH2:3][CH2:2]1. The catalyst class is: 22. (2) Reactant: [C:1]([O:5][C:6]([NH:8][C:9]1[S:10][C:11]([CH3:18])=[C:12]([C:14]([O:16][CH3:17])=[O:15])[N:13]=1)=[O:7])([CH3:4])([CH3:3])[CH3:2].[CH3:19][O:20][C:21]1[CH:26]=[C:25]([O:27][CH3:28])[CH:24]=[CH:23][C:22]=1[CH2:29]O.C(P(CCCC)CCCC)CCC.N(C(N1CCCCC1)=O)=NC(N1CCCCC1)=O. The catalyst class is: 7. Product: [C:1]([O:5][C:6]([N:8]([CH2:29][C:22]1[CH:23]=[CH:24][C:25]([O:27][CH3:28])=[CH:26][C:21]=1[O:20][CH3:19])[C:9]1[S:10][C:11]([CH3:18])=[C:12]([C:14]([O:16][CH3:17])=[O:15])[N:13]=1)=[O:7])([CH3:4])([CH3:3])[CH3:2]. (3) Reactant: [C:1](=O)([O-])[O-].[Cs+].[Cs+].[Br:7][C:8]1[CH:9]=[C:10]([CH:13]=[CH:14][C:15]=1[CH:16]1[NH:21][C:20](=[O:22])[N:19]([C:23]2[CH:28]=[CH:27][CH:26]=[C:25]([C:29]([F:32])([F:31])[F:30])[CH:24]=2)[C:18]2[CH2:33][CH2:34][N:35]([CH3:38])[C:36](=[O:37])[C:17]1=2)[C:11]#[N:12].CN(C)C=O.CI. Product: [Br:7][C:8]1[CH:9]=[C:10]([CH:13]=[CH:14][C:15]=1[CH:16]1[N:21]([CH3:1])[C:20](=[O:22])[N:19]([C:23]2[CH:28]=[CH:27][CH:26]=[C:25]([C:29]([F:30])([F:32])[F:31])[CH:24]=2)[C:18]2[CH2:33][CH2:34][N:35]([CH3:38])[C:36](=[O:37])[C:17]1=2)[C:11]#[N:12]. The catalyst class is: 24. (4) Reactant: C(O[CH:4](O)[C:5]([C:7]1[CH:8]=[C:9]([NH:13][S:14]([C:17]2[CH:22]=[CH:21][CH:20]=[CH:19][CH:18]=2)(=[O:16])=[O:15])[CH:10]=[CH:11][CH:12]=1)=[O:6])C.[CH3:24][C:25]([NH2:42])([CH3:41])[CH2:26][CH2:27][N:28]1[C:32]2[CH:33]=[C:34]3[C:39](=[CH:40][C:31]=2[N:30]=[CH:29]1)[CH:38]=[CH:37][CH:36]=[CH:35]3.[BH4-].[Na+].[F:45][C:46]([F:51])([F:50])[C:47]([OH:49])=[O:48]. Product: [F:45][C:46]([F:51])([F:50])[C:47]([OH:49])=[O:48].[CH3:41][C:25]([NH:42][CH2:4][CH:5]([C:7]1[CH:8]=[C:9]([NH:13][S:14]([C:17]2[CH:18]=[CH:19][CH:20]=[CH:21][CH:22]=2)(=[O:15])=[O:16])[CH:10]=[CH:11][CH:12]=1)[OH:6])([CH3:24])[CH2:26][CH2:27][N:28]1[C:32]2[CH:33]=[C:34]3[C:39](=[CH:40][C:31]=2[N:30]=[CH:29]1)[CH:38]=[CH:37][CH:36]=[CH:35]3. The catalyst class is: 40.